This data is from NCI-60 drug combinations with 297,098 pairs across 59 cell lines. The task is: Regression. Given two drug SMILES strings and cell line genomic features, predict the synergy score measuring deviation from expected non-interaction effect. (1) Drug 1: CC1OCC2C(O1)C(C(C(O2)OC3C4COC(=O)C4C(C5=CC6=C(C=C35)OCO6)C7=CC(=C(C(=C7)OC)O)OC)O)O. Drug 2: C1=NC2=C(N=C(N=C2N1C3C(C(C(O3)CO)O)O)F)N. Cell line: HCT-15. Synergy scores: CSS=43.3, Synergy_ZIP=-0.441, Synergy_Bliss=0.139, Synergy_Loewe=-22.7, Synergy_HSA=0.107. (2) Drug 1: CC(CN1CC(=O)NC(=O)C1)N2CC(=O)NC(=O)C2. Drug 2: CC1=C(C=C(C=C1)C(=O)NC2=CC(=CC(=C2)C(F)(F)F)N3C=C(N=C3)C)NC4=NC=CC(=N4)C5=CN=CC=C5. Cell line: SK-MEL-2. Synergy scores: CSS=-19.6, Synergy_ZIP=-3.58, Synergy_Bliss=-22.0, Synergy_Loewe=-23.7, Synergy_HSA=-23.6. (3) Drug 1: CN(C)N=NC1=C(NC=N1)C(=O)N. Drug 2: CN1C(=O)N2C=NC(=C2N=N1)C(=O)N. Cell line: CAKI-1. Synergy scores: CSS=8.05, Synergy_ZIP=-2.66, Synergy_Bliss=0.156, Synergy_Loewe=-2.70, Synergy_HSA=-1.05. (4) Drug 1: CC1C(C(CC(O1)OC2CC(OC(C2O)C)OC3=CC4=CC5=C(C(=O)C(C(C5)C(C(=O)C(C(C)O)O)OC)OC6CC(C(C(O6)C)O)OC7CC(C(C(O7)C)O)OC8CC(C(C(O8)C)O)(C)O)C(=C4C(=C3C)O)O)O)O. Drug 2: C1C(C(OC1N2C=NC(=NC2=O)N)CO)O. Cell line: MDA-MB-231. Synergy scores: CSS=28.7, Synergy_ZIP=-1.70, Synergy_Bliss=-1.50, Synergy_Loewe=0.625, Synergy_HSA=0.910. (5) Drug 1: CC1CCC2CC(C(=CC=CC=CC(CC(C(=O)C(C(C(=CC(C(=O)CC(OC(=O)C3CCCCN3C(=O)C(=O)C1(O2)O)C(C)CC4CCC(C(C4)OC)O)C)C)O)OC)C)C)C)OC. Drug 2: COC1=C2C(=CC3=C1OC=C3)C=CC(=O)O2. Cell line: LOX IMVI. Synergy scores: CSS=18.2, Synergy_ZIP=-0.883, Synergy_Bliss=7.44, Synergy_Loewe=-32.7, Synergy_HSA=2.44. (6) Drug 1: CCN(CC)CCNC(=O)C1=C(NC(=C1C)C=C2C3=C(C=CC(=C3)F)NC2=O)C. Drug 2: CC1C(C(CC(O1)OC2CC(OC(C2O)C)OC3=CC4=CC5=C(C(=O)C(C(C5)C(C(=O)C(C(C)O)O)OC)OC6CC(C(C(O6)C)O)OC7CC(C(C(O7)C)O)OC8CC(C(C(O8)C)O)(C)O)C(=C4C(=C3C)O)O)O)O. Cell line: HOP-92. Synergy scores: CSS=23.7, Synergy_ZIP=-6.67, Synergy_Bliss=-2.47, Synergy_Loewe=-1.04, Synergy_HSA=-0.810. (7) Drug 1: C1C(C(OC1N2C=NC3=C(N=C(N=C32)Cl)N)CO)O. Drug 2: C1CN1C2=NC(=NC(=N2)N3CC3)N4CC4. Cell line: OVCAR-4. Synergy scores: CSS=13.0, Synergy_ZIP=-3.43, Synergy_Bliss=0.957, Synergy_Loewe=-0.848, Synergy_HSA=0.311. (8) Drug 1: CC1=C2C(C(=O)C3(C(CC4C(C3C(C(C2(C)C)(CC1OC(=O)C(C(C5=CC=CC=C5)NC(=O)OC(C)(C)C)O)O)OC(=O)C6=CC=CC=C6)(CO4)OC(=O)C)O)C)O. Drug 2: CC(C)CN1C=NC2=C1C3=CC=CC=C3N=C2N. Cell line: SNB-19. Synergy scores: CSS=5.85, Synergy_ZIP=-2.27, Synergy_Bliss=0.546, Synergy_Loewe=-0.843, Synergy_HSA=0.714.